Task: Predict the reactants needed to synthesize the given product.. Dataset: Full USPTO retrosynthesis dataset with 1.9M reactions from patents (1976-2016) (1) The reactants are: I[C:2]1[CH:3]=[C:4]2[N:10]=[CH:9][N:8]([CH2:11][C:12]3[CH:17]=[CH:16][C:15]([O:18][CH2:19][C:20]4[CH:21]=[N:22][C:23]([O:26][CH3:27])=[CH:24][CH:25]=4)=[C:14]([O:28][CH3:29])[CH:13]=3)[C:5]2=[N:6][CH:7]=1.CC1(C)C(C)(C)OB([C:38]2[CH:39]=[N:40][N:41]([CH:43]3[CH2:48][CH2:47][N:46]([C:49]([O:51][C:52]([CH3:55])([CH3:54])[CH3:53])=[O:50])[CH2:45][CH2:44]3)[CH:42]=2)O1.C(=O)([O-])[O-].[K+].[K+]. Given the product [CH3:29][O:28][C:14]1[CH:13]=[C:12]([CH:17]=[CH:16][C:15]=1[O:18][CH2:19][C:20]1[CH:21]=[N:22][C:23]([O:26][CH3:27])=[CH:24][CH:25]=1)[CH2:11][N:8]1[C:5]2=[N:6][CH:7]=[C:2]([C:38]3[CH:39]=[N:40][N:41]([CH:43]4[CH2:44][CH2:45][N:46]([C:49]([O:51][C:52]([CH3:55])([CH3:54])[CH3:53])=[O:50])[CH2:47][CH2:48]4)[CH:42]=3)[CH:3]=[C:4]2[N:10]=[CH:9]1, predict the reactants needed to synthesize it. (2) Given the product [C:1]([O:5][C:6](=[O:30])[N:7]([C@@H:8]([CH2:26][CH2:27][CH2:28][CH3:29])[CH2:9][O:10][C:11](=[O:25])[N:12]([CH2:19][C:20]1[S:21][CH:22]=[CH:23][CH:24]=1)[CH2:13][C:14]1[S:15][CH:16]=[CH:17][CH:18]=1)[CH3:31])([CH3:4])([CH3:3])[CH3:2], predict the reactants needed to synthesize it. The reactants are: [C:1]([O:5][C:6](=[O:30])[NH:7][C@@H:8]([CH2:26][CH2:27][CH2:28][CH3:29])[CH2:9][O:10][C:11](=[O:25])[N:12]([CH2:19][C:20]1[S:21][CH:22]=[CH:23][CH:24]=1)[CH2:13][C:14]1[S:15][CH:16]=[CH:17][CH:18]=1)([CH3:4])([CH3:3])[CH3:2].[CH3:31][Si]([N-][Si](C)(C)C)(C)C.[K+].IC. (3) Given the product [C:1]([O:5][C:6]([C:8]1[C:9]([O:26][CH:30]([CH3:32])[CH3:31])=[N:10][C:11]2[C:16]([C:17]=1[C:18]1[CH:23]=[CH:22][CH:21]=[C:20]([Cl:24])[CH:19]=1)=[CH:15][C:14]([Cl:25])=[CH:13][CH:12]=2)=[O:7])([CH3:4])([CH3:2])[CH3:3], predict the reactants needed to synthesize it. The reactants are: [C:1]([O:5][C:6]([C:8]1[C:9]([OH:26])=[N:10][C:11]2[C:16]([C:17]=1[C:18]1[CH:23]=[CH:22][CH:21]=[C:20]([Cl:24])[CH:19]=1)=[CH:15][C:14]([Cl:25])=[CH:13][CH:12]=2)=[O:7])([CH3:4])([CH3:3])[CH3:2].[H-].[Na+].Br[CH:30]([CH3:32])[CH3:31]. (4) Given the product [CH:1]1([NH:7][N:8]2[C:17]3[C:12](=[CH:13][CH:14]=[CH:15][CH:16]=3)[C:11]([OH:18])=[C:10]([C:19]3[NH:24][C:23]4[CH:25]=[CH:26][C:27]([O:29][CH2:40][C:41]([NH2:43])=[O:42])=[CH:28][C:22]=4[S:21](=[O:30])(=[O:31])[N:20]=3)[C:9]2=[O:32])[CH2:2][CH2:3][CH2:4][CH2:5][CH2:6]1, predict the reactants needed to synthesize it. The reactants are: [CH:1]1([NH:7][N:8]2[C:17]3[C:12](=[CH:13][CH:14]=[CH:15][CH:16]=3)[C:11]([OH:18])=[C:10]([C:19]3[NH:24][C:23]4[CH:25]=[CH:26][C:27]([OH:29])=[CH:28][C:22]=4[S:21](=[O:31])(=[O:30])[N:20]=3)[C:9]2=[O:32])[CH2:6][CH2:5][CH2:4][CH2:3][CH2:2]1.C(=O)([O-])[O-].[Cs+].[Cs+].Br[CH2:40][C:41]([NH2:43])=[O:42]. (5) Given the product [OH:22][CH2:21][C@H:11]1[O:10][C:9]([CH3:30])([CH3:31])[N:8]([C:6]([O:5][C:1]([CH3:3])([CH3:4])[CH3:2])=[O:7])[C@H:12]1[CH2:13][C:14]1[CH:19]=[CH:18][N:17]=[C:16]([CH3:20])[CH:15]=1, predict the reactants needed to synthesize it. The reactants are: [C:1]([O:5][C:6]([N:8]1[C@@H:12]([CH2:13][C:14]2[CH:19]=[CH:18][N:17]=[C:16]([CH3:20])[CH:15]=2)[C@@H:11]([CH2:21][O:22][Si](C(C)(C)C)(C)C)[O:10][C:9]1([CH3:31])[CH3:30])=[O:7])([CH3:4])([CH3:3])[CH3:2].[OH:22][CH2:21][C@H:11]1[O:10][C:9]([CH3:31])([CH3:30])[N:8]([C:6]([O:5][C:1]([CH3:3])([CH3:4])[CH3:2])=[O:7])[C@H:12]1[CH2:13][C:14]1[CH:19]=[CH:18][N:17]=[C:16]([CH3:20])[CH:15]=1.CCCC[N+](CCCC)(CCCC)CCCC.[F-]. (6) Given the product [CH3:59][N:60]([OH:61])[C:43]([NH:21][CH2:20][C:7]1[CH:6]=[C:5]([C@H:22]2[O:23][C@H:24]([C:27]3[CH:28]=[C:29]([O:37][CH3:38])[C:30]([O:35][CH3:36])=[C:31]([O:33][CH3:34])[CH:32]=3)[CH2:25][CH2:26]2)[CH:4]=[C:3]([O:2][CH3:1])[C:8]=1[O:9][CH2:10][CH2:11][S:12][C:13]1[CH:14]=[CH:15][C:16]([Cl:19])=[CH:17][CH:18]=1)=[O:49], predict the reactants needed to synthesize it. The reactants are: [CH3:1][O:2][C:3]1[CH:4]=[C:5]([C@H:22]2[CH2:26][CH2:25][C@H:24]([C:27]3[CH:32]=[C:31]([O:33][CH3:34])[C:30]([O:35][CH3:36])=[C:29]([O:37][CH3:38])[CH:28]=3)[O:23]2)[CH:6]=[C:7]([CH2:20][NH2:21])[C:8]=1[O:9][CH2:10][CH2:11][S:12][C:13]1[CH:18]=[CH:17][C:16]([Cl:19])=[CH:15][CH:14]=1.ClC(Cl)(O[C:43](=[O:49])OC(Cl)(Cl)Cl)Cl.C(N(CC)CC)C.Cl.[CH3:59][NH:60][OH:61].